From a dataset of Reaction yield outcomes from USPTO patents with 853,638 reactions. Predict the reaction yield, written as a fraction of the theoretical maximum amount of product (1.0 means a 100% yield; for example, 0.34 means a 34% yield). (1) The reactants are [ClH:1].[CH2:2]([N:5]1[CH2:10][CH2:9][N:8]([C:11]2[CH:16]=[CH:15][C:14]([C:17]([NH:19][C:20]3([C:26]([OH:28])=[O:27])[CH2:25][CH2:24][CH2:23][CH2:22][CH2:21]3)=O)=[CH:13][CH:12]=2)[CH2:7][CH2:6]1)[CH2:3][CH3:4]. The catalyst is C(OC(=O)C)(=O)C. The product is [ClH:1].[CH2:2]([N:5]1[CH2:6][CH2:7][N:8]([C:11]2[CH:16]=[CH:15][C:14]([C:17]3[O:28][C:26](=[O:27])[C:20]4([CH2:21][CH2:22][CH2:23][CH2:24][CH2:25]4)[N:19]=3)=[CH:13][CH:12]=2)[CH2:9][CH2:10]1)[CH2:3][CH3:4]. The yield is 0.830. (2) The product is [CH3:1][O:2][C:3](=[O:17])[C:4]1[CH:9]=[C:8]([NH2:10])[CH:7]=[CH:6][C:5]=1[NH:13][C:14](=[O:16])[CH3:15]. The catalyst is CO.[Pd]. The yield is 0.980. The reactants are [CH3:1][O:2][C:3](=[O:17])[C:4]1[CH:9]=[C:8]([N+:10]([O-])=O)[CH:7]=[CH:6][C:5]=1[NH:13][C:14](=[O:16])[CH3:15]. (3) The reactants are [CH2:1]([N:8]1[C:16]2[C:11](=[CH:12][CH:13]=[CH:14][CH:15]=2)[CH:10]=[CH:9]1)[C:2]1[CH:7]=[CH:6][CH:5]=[CH:4][CH:3]=1.CC([O-])(C)C.[K+].[SiH:23]([CH2:28][CH3:29])([CH2:26][CH3:27])[CH2:24][CH3:25]. The catalyst is O1CCCC1. The product is [CH2:1]([N:8]1[C:16]2[C:11](=[CH:12][CH:13]=[CH:14][CH:15]=2)[CH:10]=[C:9]1[Si:23]([CH2:28][CH3:29])([CH2:26][CH3:27])[CH2:24][CH3:25])[C:2]1[CH:7]=[CH:6][CH:5]=[CH:4][CH:3]=1. The yield is 0.310.